This data is from Reaction yield outcomes from USPTO patents with 853,638 reactions. The task is: Predict the reaction yield, written as a fraction of the theoretical maximum amount of product (1.0 means a 100% yield; for example, 0.34 means a 34% yield). The catalyst is C1COCC1.C(OCC)C. The reactants are CNCCC(OC1C=CC(C(F)(F)F)=CC=1)C1C=CC=CC=1.[Cl:23][CH2:24][CH2:25][C@@H:26]([C:28]1[CH:33]=[CH:32][CH:31]=[CH:30][CH:29]=1)[OH:27].[F:34][C:35]1[CH:36]=[C:37](O)[CH:38]=[CH:39][CH:40]=1.N(C(OCC)=O)=NC(OCC)=O.C1(P(C2C=CC=CC=2)C2C=CC=CC=2)C=CC=CC=1. The yield is 0.157. The product is [F:34][C:35]1[CH:40]=[C:39]([CH:38]=[CH:37][CH:36]=1)[O:27][C@@H:26]([C:28]1[CH:33]=[CH:32][CH:31]=[CH:30][CH:29]=1)[CH2:25][CH2:24][Cl:23].